Task: Predict the product of the given reaction.. Dataset: Forward reaction prediction with 1.9M reactions from USPTO patents (1976-2016) (1) The product is: [OH:20][C@H:19]([C:21]1[CH:22]=[N:23][CH:24]=[CH:25][CH:26]=1)[CH2:18][NH:17][C:14]([C@H:9]1[CH2:8][CH2:7][C:6]2[C:11](=[CH:12][CH:13]=[C:4]([N+:1]([O-:3])=[O:2])[CH:5]=2)[O:10]1)=[O:16]. Given the reactants [N+:1]([C:4]1[CH:5]=[C:6]2[C:11](=[CH:12][CH:13]=1)[O:10][C@@H:9]([C:14]([OH:16])=O)[CH2:8][CH2:7]2)([O-:3])=[O:2].[NH2:17][CH2:18][C@@H:19]([C:21]1[CH:22]=[N:23][CH:24]=[CH:25][CH:26]=1)[OH:20].C(N(CC)CC)C.OC1C2N=NNC=2C=CC=1.CCN=C=NCCCN(C)C.Cl, predict the reaction product. (2) Given the reactants [N:1]1[CH:6]=[CH:5][CH:4]=[C:3]([N:7]2[CH2:11][CH2:10][NH:9][C:8]2=[O:12])[CH:2]=1.Br[C:14]1[CH:15]=[C:16]2[C:20](=[CH:21][CH:22]=1)[N:19]([CH2:23][CH3:24])[CH:18]=[CH:17]2.N[C@@H]1CCCC[C@H]1N.C(=O)([O-])[O-].[K+].[K+], predict the reaction product. The product is: [CH2:23]([N:19]1[C:20]2[C:16](=[CH:15][C:14]([N:9]3[CH2:10][CH2:11][N:7]([C:3]4[CH:2]=[N:1][CH:6]=[CH:5][CH:4]=4)[C:8]3=[O:12])=[CH:22][CH:21]=2)[CH:17]=[CH:18]1)[CH3:24]. (3) Given the reactants [Br:1][C:2]1[CH:3]=[C:4]2[C:8](=[CH:9][CH:10]=1)[NH:7][CH:6]=[C:5]2[CH:11]([NH:16][C:17]([C:19]1[C:27]2[C:22](=[CH:23][CH:24]=[C:25]([Br:28])[CH:26]=2)[NH:21][CH:20]=1)=[O:18])[C:12](OC)=[O:13].[C:29](=[O:32])([O-])[O-].[K+].[K+].[NH2:35][CH2:36][CH2:37][CH2:38]CO.C(#N)C, predict the reaction product. The product is: [Br:28][C:25]1[CH:26]=[C:27]2[C:22](=[CH:23][CH:24]=1)[NH:21][CH:20]=[C:19]2[C:17]([NH:16][CH:11]([C:5]1[C:4]2[C:8](=[CH:9][CH:10]=[C:2]([Br:1])[CH:3]=2)[NH:7][CH:6]=1)[C:12]([NH:35][CH2:36][CH2:37][CH2:38][CH2:29][OH:32])=[O:13])=[O:18]. (4) Given the reactants C([N:8]1[CH:13]2[CH2:14][CH2:15][CH:9]1[CH2:10][C:11]([C:17]1[CH:22]=[N:21][CH:20]=[CH:19][N:18]=1)([OH:16])[CH2:12]2)C1C=CC=CC=1.C([O-])=O.[NH4+], predict the reaction product. The product is: [N:18]1[CH:19]=[CH:20][N:21]=[CH:22][C:17]=1[C:11]1([OH:16])[CH2:12][CH:13]2[NH:8][CH:9]([CH2:15][CH2:14]2)[CH2:10]1. (5) Given the reactants [NH2:1][C:2]1[C:3]2[N:4]([C:18]([N:21]3[CH2:26][CH2:25][O:24][CH2:23][CH2:22]3)=[CH:19][N:20]=2)[CH:5]=[C:6]([C:10]2[CH:15]=[CH:14][C:13]([Cl:16])=[CH:12][C:11]=2[Cl:17])[C:7]=1[C:8]#[N:9].B.C1COCC1.Cl.CO, predict the reaction product. The product is: [NH2:9][CH2:8][C:7]1[C:6]([C:10]2[CH:15]=[CH:14][C:13]([Cl:16])=[CH:12][C:11]=2[Cl:17])=[CH:5][N:4]2[C:18]([N:21]3[CH2:26][CH2:25][O:24][CH2:23][CH2:22]3)=[CH:19][N:20]=[C:3]2[C:2]=1[NH2:1]. (6) Given the reactants [OH:1][C:2]1[CH:3]=[C:4]([CH:7]=[CH:8][CH:9]=1)[C:5]#[N:6].Br[CH2:11][CH:12]=[C:13]([CH3:15])[CH3:14].C(=O)([O-])[O-].[K+].[K+].O, predict the reaction product. The product is: [CH3:14][C:13]([CH3:15])=[CH:12][CH2:11][O:1][C:2]1[CH:3]=[C:4]([CH:7]=[CH:8][CH:9]=1)[C:5]#[N:6]. (7) Given the reactants C([O:3][C:4]([C:6]1[N:7]=[CH:8][S:9][C:10]=1[NH:11][C:12]1[CH:13]=[N:14][CH:15]=[CH:16][CH:17]=1)=[O:5])C.[OH-].[K+], predict the reaction product. The product is: [N:14]1[CH:15]=[CH:16][CH:17]=[C:12]([NH:11][C:10]2[S:9][CH:8]=[N:7][C:6]=2[C:4]([OH:5])=[O:3])[CH:13]=1.